This data is from Full USPTO retrosynthesis dataset with 1.9M reactions from patents (1976-2016). The task is: Predict the reactants needed to synthesize the given product. (1) Given the product [CH3:9][O:8][C:6]([C:5]1[CH:10]=[C:11]([N+:12]([O-:14])=[O:13])[C:2]([N:15]2[CH2:20][CH2:19][S:18][CH2:17][CH:16]2[C:21]([O:23][CH2:24][CH3:25])=[O:22])=[N:3][CH:4]=1)=[O:7], predict the reactants needed to synthesize it. The reactants are: Cl[C:2]1[C:11]([N+:12]([O-:14])=[O:13])=[CH:10][C:5]([C:6]([O:8][CH3:9])=[O:7])=[CH:4][N:3]=1.[NH:15]1[CH2:20][CH2:19][S:18][CH2:17][CH:16]1[C:21]([O:23][CH2:24][CH3:25])=[O:22]. (2) Given the product [Cl:8][C:5]1[N:6]=[CH:7][C:2]([N:20]2[CH2:19][CH2:18][N:17]([CH2:16][CH2:15][O:14][Si:13]([C:10]([CH3:12])([CH3:11])[CH3:9])([CH3:23])[CH3:24])[CH2:22][CH2:21]2)=[CH:3][CH:4]=1, predict the reactants needed to synthesize it. The reactants are: Br[C:2]1[CH:3]=[CH:4][C:5]([Cl:8])=[N:6][CH:7]=1.[CH3:9][C:10]([Si:13]([CH3:24])([CH3:23])[O:14][CH2:15][CH2:16][N:17]1[CH2:22][CH2:21][NH:20][CH2:19][CH2:18]1)([CH3:12])[CH3:11].C1(P(C2C=CC=CC=2)C2C3OC4C(=CC=CC=4P(C4C=CC=CC=4)C4C=CC=CC=4)C(C)(C)C=3C=CC=2)C=CC=CC=1.CC(C)([O-])C.[Na+].C(=O)(O)[O-].[Na+]. (3) Given the product [Cl:13][C:14]1[S:18][C:17]([C:19]([NH:1][C:2]2[C:6]([C:7]([O:9][CH2:10][CH3:11])=[O:8])=[CH:5][N:4]([CH3:12])[N:3]=2)=[O:20])=[CH:16][CH:15]=1, predict the reactants needed to synthesize it. The reactants are: [NH2:1][C:2]1[C:6]([C:7]([O:9][CH2:10][CH3:11])=[O:8])=[CH:5][N:4]([CH3:12])[N:3]=1.[Cl:13][C:14]1[S:18][C:17]([C:19](Cl)=[O:20])=[CH:16][CH:15]=1. (4) Given the product [CH3:1][O:2][CH2:3][CH2:4][NH:5][CH2:13][C:14]([O:16][CH3:17])=[O:15], predict the reactants needed to synthesize it. The reactants are: [CH3:1][O:2][CH2:3][CH2:4][NH2:5].C(=O)([O-])[O-].[K+].[K+].Br[CH2:13][C:14]([O:16][CH3:17])=[O:15]. (5) Given the product [C:8]([CH:2]([NH:1][C:19](=[O:20])[C:18]1[C:17]([F:16])=[CH:25][CH:24]=[CH:23][C:22]=1[F:26])[C:3]([O:5][CH2:6][CH3:7])=[O:4])#[N:9], predict the reactants needed to synthesize it. The reactants are: [NH2:1][CH:2]([C:8]#[N:9])[C:3]([O:5][CH2:6][CH3:7])=[O:4].N1C=CC=CC=1.[F:16][C:17]1[CH:25]=[CH:24][CH:23]=[C:22]([F:26])[C:18]=1[C:19](Cl)=[O:20].